From a dataset of NCI-60 drug combinations with 297,098 pairs across 59 cell lines. Regression. Given two drug SMILES strings and cell line genomic features, predict the synergy score measuring deviation from expected non-interaction effect. (1) Drug 1: CC1=C2C(C(=O)C3(C(CC4C(C3C(C(C2(C)C)(CC1OC(=O)C(C(C5=CC=CC=C5)NC(=O)OC(C)(C)C)O)O)OC(=O)C6=CC=CC=C6)(CO4)OC(=O)C)OC)C)OC. Drug 2: CCC1=CC2CC(C3=C(CN(C2)C1)C4=CC=CC=C4N3)(C5=C(C=C6C(=C5)C78CCN9C7C(C=CC9)(C(C(C8N6C)(C(=O)OC)O)OC(=O)C)CC)OC)C(=O)OC.C(C(C(=O)O)O)(C(=O)O)O. Cell line: SK-MEL-2. Synergy scores: CSS=75.0, Synergy_ZIP=10.8, Synergy_Bliss=10.5, Synergy_Loewe=13.5, Synergy_HSA=15.9. (2) Drug 1: CC1=C(C(=CC=C1)Cl)NC(=O)C2=CN=C(S2)NC3=CC(=NC(=N3)C)N4CCN(CC4)CCO. Drug 2: CN1C2=C(C=C(C=C2)N(CCCl)CCCl)N=C1CCCC(=O)O.Cl. Cell line: K-562. Synergy scores: CSS=83.1, Synergy_ZIP=3.85, Synergy_Bliss=3.22, Synergy_Loewe=-4.03, Synergy_HSA=3.41. (3) Drug 1: C1CC(=O)NC(=O)C1N2CC3=C(C2=O)C=CC=C3N. Drug 2: CC(C1=C(C=CC(=C1Cl)F)Cl)OC2=C(N=CC(=C2)C3=CN(N=C3)C4CCNCC4)N. Cell line: NCI-H460. Synergy scores: CSS=10.0, Synergy_ZIP=-2.90, Synergy_Bliss=0.284, Synergy_Loewe=-3.22, Synergy_HSA=1.10. (4) Drug 1: CN(CC1=CN=C2C(=N1)C(=NC(=N2)N)N)C3=CC=C(C=C3)C(=O)NC(CCC(=O)O)C(=O)O. Synergy scores: CSS=42.3, Synergy_ZIP=-8.37, Synergy_Bliss=-10.2, Synergy_Loewe=-9.22, Synergy_HSA=-6.60. Drug 2: CN(CCCl)CCCl.Cl. Cell line: SW-620. (5) Drug 1: CC(C1=C(C=CC(=C1Cl)F)Cl)OC2=C(N=CC(=C2)C3=CN(N=C3)C4CCNCC4)N. Drug 2: CS(=O)(=O)OCCCCOS(=O)(=O)C. Cell line: K-562. Synergy scores: CSS=42.9, Synergy_ZIP=-0.709, Synergy_Bliss=0.970, Synergy_Loewe=-21.1, Synergy_HSA=-0.908. (6) Drug 1: CCCS(=O)(=O)NC1=C(C(=C(C=C1)F)C(=O)C2=CNC3=C2C=C(C=N3)C4=CC=C(C=C4)Cl)F. Drug 2: CCC1=C2CN3C(=CC4=C(C3=O)COC(=O)C4(CC)O)C2=NC5=C1C=C(C=C5)O. Cell line: MALME-3M. Synergy scores: CSS=56.2, Synergy_ZIP=1.95, Synergy_Bliss=2.12, Synergy_Loewe=3.65, Synergy_HSA=5.22. (7) Drug 1: CS(=O)(=O)C1=CC(=C(C=C1)C(=O)NC2=CC(=C(C=C2)Cl)C3=CC=CC=N3)Cl. Drug 2: CCN(CC)CCNC(=O)C1=C(NC(=C1C)C=C2C3=C(C=CC(=C3)F)NC2=O)C. Cell line: MDA-MB-231. Synergy scores: CSS=6.97, Synergy_ZIP=2.98, Synergy_Bliss=6.49, Synergy_Loewe=3.66, Synergy_HSA=3.60.